This data is from Peptide-MHC class II binding affinity with 134,281 pairs from IEDB. The task is: Regression. Given a peptide amino acid sequence and an MHC pseudo amino acid sequence, predict their binding affinity value. This is MHC class II binding data. (1) The peptide sequence is AAKPAAAATATATAA. The MHC is DRB1_0901 with pseudo-sequence DRB1_0901. The binding affinity (normalized) is 0.237. (2) The peptide sequence is SPWSWPDLDLKPGAA. The MHC is HLA-DQA10501-DQB10402 with pseudo-sequence HLA-DQA10501-DQB10402. The binding affinity (normalized) is 0. (3) The peptide sequence is INEPTAAAIAYGGDR. The MHC is HLA-DQA10102-DQB10602 with pseudo-sequence HLA-DQA10102-DQB10602. The binding affinity (normalized) is 0.606. (4) The peptide sequence is NLNDLERLKDKHPVL. The MHC is DRB1_0101 with pseudo-sequence DRB1_0101. The binding affinity (normalized) is 0.0883. (5) The peptide sequence is SVLLVVVLFAVFLGS. The MHC is DRB1_0401 with pseudo-sequence DRB1_0401. The binding affinity (normalized) is 0.303. (6) The binding affinity (normalized) is 1.00. The peptide sequence is QQIKFAALSARAVAL. The MHC is DRB5_0101 with pseudo-sequence DRB5_0101.